From a dataset of TCR-epitope binding with 47,182 pairs between 192 epitopes and 23,139 TCRs. Binary Classification. Given a T-cell receptor sequence (or CDR3 region) and an epitope sequence, predict whether binding occurs between them. (1) The epitope is PKYVKQNTLKLAT. The TCR CDR3 sequence is CASSLSGQGALQPQHF. Result: 1 (the TCR binds to the epitope). (2) The epitope is LLALHRSYL. The TCR CDR3 sequence is CASTYRTGMNTEAFF. Result: 0 (the TCR does not bind to the epitope). (3) The epitope is KAYNVTQAF. The TCR CDR3 sequence is CASSPRDRGEVDTQYF. Result: 1 (the TCR binds to the epitope). (4) Result: 0 (the TCR does not bind to the epitope). The TCR CDR3 sequence is CASSERGRRTEAFF. The epitope is ISPRTLNAW. (5) The epitope is GTSGSPIVNR. The TCR CDR3 sequence is CASSLGQGYEQYF. Result: 0 (the TCR does not bind to the epitope). (6) The epitope is NLWNTFTRL. The TCR CDR3 sequence is CASSQDHRMGGHEKLFF. Result: 0 (the TCR does not bind to the epitope). (7) The epitope is GLCTLVAML. The TCR CDR3 sequence is CASSSGRLTNTEAFF. Result: 1 (the TCR binds to the epitope). (8) The epitope is GTSGSPIVNR. The TCR CDR3 sequence is CASSLSPEYEQYF. Result: 1 (the TCR binds to the epitope).